Dataset: Full USPTO retrosynthesis dataset with 1.9M reactions from patents (1976-2016). Task: Predict the reactants needed to synthesize the given product. (1) Given the product [Br:7][C:8]1[CH:9]=[C:10]([C:19]([F:22])([F:20])[F:21])[CH:11]=[C:12]2[C:16]=1[NH:15][CH:14]=[C:13]2[CH3:17], predict the reactants needed to synthesize it. The reactants are: [H-].[Al+3].[Li+].[H-].[H-].[H-].[Br:7][C:8]1[CH:9]=[C:10]([C:19]([F:22])([F:21])[F:20])[CH:11]=[C:12]2[C:16]=1[NH:15][CH:14]=[C:13]2[CH:17]=O. (2) Given the product [C:10]([O:9][C:7]([NH:6][C@@H:5]([CH2:4][CH2:3][C:2](=[O:1])[CH3:19])[C:14]([O:16][CH2:17][CH3:18])=[O:15])=[O:8])([CH3:13])([CH3:12])[CH3:11], predict the reactants needed to synthesize it. The reactants are: [O:1]=[C:2]1[N:6]([C:7]([O:9][C:10]([CH3:13])([CH3:12])[CH3:11])=[O:8])[C@H:5]([C:14]([O:16][CH2:17][CH3:18])=[O:15])[CH2:4][CH2:3]1.[CH3:19][Mg]Br.